Dataset: NCI-60 drug combinations with 297,098 pairs across 59 cell lines. Task: Regression. Given two drug SMILES strings and cell line genomic features, predict the synergy score measuring deviation from expected non-interaction effect. Drug 1: C1CCC(C1)C(CC#N)N2C=C(C=N2)C3=C4C=CNC4=NC=N3. Drug 2: CCC1=CC2CC(C3=C(CN(C2)C1)C4=CC=CC=C4N3)(C5=C(C=C6C(=C5)C78CCN9C7C(C=CC9)(C(C(C8N6C)(C(=O)OC)O)OC(=O)C)CC)OC)C(=O)OC.C(C(C(=O)O)O)(C(=O)O)O. Cell line: UACC-257. Synergy scores: CSS=20.0, Synergy_ZIP=-3.38, Synergy_Bliss=1.13, Synergy_Loewe=-20.1, Synergy_HSA=-1.06.